Dataset: Forward reaction prediction with 1.9M reactions from USPTO patents (1976-2016). Task: Predict the product of the given reaction. (1) Given the reactants [N:1]1[C:10]2[CH:9]=[CH:8][CH:7]=[C:6]([OH:11])[C:5]=2[CH:4]=[CH:3][CH:2]=1.[CH2:12](Br)[C:13]1[CH:18]=[CH:17][CH:16]=[CH:15][CH:14]=1.[CH3:20][O:21][C:22]1[CH:29]=[CH:28][CH:27]=[CH:26][C:23]=1[CH2:24][NH2:25], predict the reaction product. The product is: [CH2:12]([O:11][C:6]1[CH:7]=[CH:8][CH:9]=[C:10]2[C:5]=1[CH:4]=[CH:3][C:2]([NH:25][CH2:24][C:23]1[CH:26]=[CH:27][CH:28]=[CH:29][C:22]=1[O:21][CH3:20])=[N:1]2)[C:13]1[CH:18]=[CH:17][CH:16]=[CH:15][CH:14]=1. (2) Given the reactants [CH3:1][C:2]1[N:7]=[CH:6][C:5]([C:8]2[CH:13]=[CH:12][NH:11][C:10](=[O:14])[CH:9]=2)=[CH:4][CH:3]=1.Br[C:16]1[CH:17]=[CH:18][C:19]2[C:20]3[CH2:29][N:28]([C:30]([O:32][C:33]([CH3:36])([CH3:35])[CH3:34])=[O:31])[CH2:27][CH2:26][C:21]=3[N:22]([CH3:25])[C:23]=2[CH:24]=1, predict the reaction product. The product is: [CH3:25][N:22]1[C:23]2[CH:24]=[C:16]([N:11]3[CH:12]=[CH:13][C:8]([C:5]4[CH:6]=[N:7][C:2]([CH3:1])=[CH:3][CH:4]=4)=[CH:9][C:10]3=[O:14])[CH:17]=[CH:18][C:19]=2[C:20]2[CH2:29][N:28]([C:30]([O:32][C:33]([CH3:36])([CH3:35])[CH3:34])=[O:31])[CH2:27][CH2:26][C:21]1=2. (3) Given the reactants [CH2:1]([N:4]([CH2:34][CH2:35][CH3:36])[C:5]1[N:6]([CH3:33])[C:7](=[O:32])[C:8]2[C:13]([C:14]3[C:19]([CH3:20])=[CH:18][C:17]([CH3:21])=[CH:16][C:15]=3[CH3:22])=[CH:12][N:11](CC3C=CC(OC)=CC=3)[C:9]=2[N:10]=1)[CH2:2][CH3:3].C(=O)([O-])O.[Na+], predict the reaction product. The product is: [CH2:34]([N:4]([CH2:1][CH2:2][CH3:3])[C:5]1[N:6]([CH3:33])[C:7](=[O:32])[C:8]2[C:13]([C:14]3[C:15]([CH3:22])=[CH:16][C:17]([CH3:21])=[CH:18][C:19]=3[CH3:20])=[CH:12][NH:11][C:9]=2[N:10]=1)[CH2:35][CH3:36]. (4) Given the reactants [C:1]([C:4]1[O:5][C:6]2[C:12]([O:13][CH3:14])=[CH:11][CH:10]=[CH:9][C:7]=2[CH:8]=1)(=[O:3])[CH3:2].[Cl:15][S:16](O)(=[O:18])=[O:17], predict the reaction product. The product is: [C:1]([C:4]1[O:5][C:6]2[C:7](=[C:9]([S:16]([Cl:15])(=[O:18])=[O:17])[CH:10]=[CH:11][C:12]=2[O:13][CH3:14])[CH:8]=1)(=[O:3])[CH3:2]. (5) Given the reactants [N:1]1([C:5]2[C:10]([N+:11]([O-])=O)=[CH:9][C:8]([NH:14][C:15]3[N:20]=[C:19]([N:21]4[CH:25]=[C:24]([CH:26]=O)[C:23]([C:28]5[CH:33]=[CH:32][CH:31]=[CH:30][CH:29]=5)=[N:22]4)[CH:18]=[CH:17][N:16]=3)=[C:7]([O:34][CH3:35])[CH:6]=2)[CH2:4][CH2:3][CH2:2]1.[CH3:36][NH:37][CH3:38], predict the reaction product. The product is: [N:1]1([C:5]2[CH:6]=[C:7]([O:34][CH3:35])[C:8]([NH:14][C:15]3[N:20]=[C:19]([N:21]4[CH:25]=[C:24]([CH2:26][N:37]([CH3:38])[CH3:36])[C:23]([C:28]5[CH:33]=[CH:32][CH:31]=[CH:30][CH:29]=5)=[N:22]4)[CH:18]=[CH:17][N:16]=3)=[CH:9][C:10]=2[NH:11][C:7](=[O:34])[CH:6]=[CH2:5])[CH2:4][CH2:3][CH2:2]1. (6) Given the reactants Br[C:2]1[CH:7]=[CH:6][C:5]([C@@H:8]([N:10]2[CH2:15][CH2:14][C@:13]([CH2:22][CH2:23][N:24]3[CH2:28][CH2:27][CH2:26][S:25]3(=[O:30])=[O:29])([C:16]3[CH:21]=[CH:20][CH:19]=[CH:18][CH:17]=3)[O:12][C:11]2=[O:31])[CH3:9])=[CH:4][CH:3]=1.[CH3:32][C:33]1[CH:38]=[C:37](B(O)O)[CH:36]=[CH:35][N:34]=1, predict the reaction product. The product is: [O:29]=[S:25]1(=[O:30])[CH2:26][CH2:27][CH2:28][N:24]1[CH2:23][CH2:22][C@@:13]1([C:16]2[CH:21]=[CH:20][CH:19]=[CH:18][CH:17]=2)[O:12][C:11](=[O:31])[N:10]([C@H:8]([C:5]2[CH:6]=[CH:7][C:2]([C:37]3[CH:36]=[CH:35][N:34]=[C:33]([CH3:32])[CH:38]=3)=[CH:3][CH:4]=2)[CH3:9])[CH2:15][CH2:14]1. (7) Given the reactants [NH2:1][C:2]1[CH:7]=[CH:6][CH:5]=[C:4]([C:8]2[CH:13]=[CH:12][N:11]=[C:10]3[NH:14][C:15]([C:17]4[CH:18]=[N:19][N:20]([CH3:22])[CH:21]=4)=[N:16][C:9]=23)[C:3]=1[CH2:23][OH:24].C[Al](C)C.[C:29]([C:33]1[O:37][N:36]=[C:35]([C:38](OCC)=[O:39])[N:34]=1)([CH3:32])([CH3:31])[CH3:30], predict the reaction product. The product is: [C:29]([C:33]1[O:37][N:36]=[C:35]([C:38]([NH:1][C:2]2[CH:7]=[CH:6][CH:5]=[C:4]([C:8]3[CH:13]=[CH:12][N:11]=[C:10]4[NH:14][C:15]([C:17]5[CH:18]=[N:19][N:20]([CH3:22])[CH:21]=5)=[N:16][C:9]=34)[C:3]=2[CH2:23][OH:24])=[O:39])[N:34]=1)([CH3:32])([CH3:30])[CH3:31]. (8) Given the reactants [Cl:1][C:2]1[CH:3]=[CH:4][C:5]([C:25]#[N:26])=[C:6]([C:8]2[C:13]([O:14][CH3:15])=[CH:12][N:11]([CH:16]([CH2:20][CH2:21][O:22][CH3:23])[C:17](O)=[O:18])[C:10](=[O:24])[CH:9]=2)[CH:7]=1.[F:27][C:28]1[CH:33]=[CH:32][C:31]([C:34]2[N:35]=[C:36]3[CH:41]=[CH:40][C:39]([NH2:42])=[CH:38][N:37]3[CH:43]=2)=[CH:30][CH:29]=1.C(P1(=O)OP(CCC)(=O)OP(CCC)(=O)O1)CC, predict the reaction product. The product is: [Cl:1][C:2]1[CH:3]=[CH:4][C:5]([C:25]#[N:26])=[C:6]([C:8]2[C:13]([O:14][CH3:15])=[CH:12][N:11]([CH:16]([CH2:20][CH2:21][O:22][CH3:23])[C:17]([NH:42][C:39]3[CH:40]=[CH:41][C:36]4[N:37]([CH:43]=[C:34]([C:31]5[CH:30]=[CH:29][C:28]([F:27])=[CH:33][CH:32]=5)[N:35]=4)[CH:38]=3)=[O:18])[C:10](=[O:24])[CH:9]=2)[CH:7]=1.